From a dataset of Forward reaction prediction with 1.9M reactions from USPTO patents (1976-2016). Predict the product of the given reaction. (1) Given the reactants [F:1][C:2]1[CH:3]=[C:4]([CH:6]=[C:7]([I:9])[CH:8]=1)[NH2:5].[CH3:10][O:11][C:12]1[CH:13]=[C:14]2[C:18](=[CH:19][C:20]=1[C:21]([F:24])([F:23])[F:22])[NH:17][CH2:16][CH2:15]2.[OH2:25].Cl[CH2:27]Cl, predict the reaction product. The product is: [F:1][C:2]1[CH:3]=[C:4]([NH:5][C:27]([N:17]2[C:18]3[C:14](=[CH:13][C:12]([O:11][CH3:10])=[C:20]([C:21]([F:24])([F:22])[F:23])[CH:19]=3)[CH2:15][CH2:16]2)=[O:25])[CH:6]=[C:7]([I:9])[CH:8]=1. (2) Given the reactants C([O:3][C:4](=[O:43])[CH2:5][CH:6]([C:33]1[CH:34]=[N:35][C:36]2[C:41]([CH:42]=1)=[CH:40][CH:39]=[CH:38][CH:37]=2)[CH2:7][CH2:8][CH2:9][CH2:10][CH2:11][CH2:12][C:13]1[N:18]=[C:17]([NH:19]C(=O)C(C)(C)C)[N:16]=[C:15]([NH:26]C(=O)C(C)(C)C)[CH:14]=1)C.O.[Li+].[OH-], predict the reaction product. The product is: [NH2:19][C:17]1[N:16]=[C:15]([NH2:26])[CH:14]=[C:13]([CH2:12][CH2:11][CH2:10][CH2:9][CH2:8][CH2:7][CH:6]([C:33]2[CH:34]=[N:35][C:36]3[C:41]([CH:42]=2)=[CH:40][CH:39]=[CH:38][CH:37]=3)[CH2:5][C:4]([OH:43])=[O:3])[N:18]=1.